From a dataset of Catalyst prediction with 721,799 reactions and 888 catalyst types from USPTO. Predict which catalyst facilitates the given reaction. (1) Reactant: [F:1][C:2]1[CH:8]=[CH:7][CH:6]=[C:5]([F:9])[C:3]=1[NH2:4].[Cl:10][C:11]1[CH:12]=[C:13]([CH2:23][C:24]2[O:28][C:27]([C:29](Cl)=[O:30])=[CH:26][CH:25]=2)[C:14]2[O:18][C:17]([CH:19]([CH3:21])[CH3:20])=[CH:16][C:15]=2[CH:22]=1. Product: [Cl:10][C:11]1[CH:12]=[C:13]([CH2:23][C:24]2[O:28][C:27]([C:29]([NH:4][C:3]3[C:2]([F:1])=[CH:8][CH:7]=[CH:6][C:5]=3[F:9])=[O:30])=[CH:26][CH:25]=2)[C:14]2[O:18][C:17]([CH:19]([CH3:20])[CH3:21])=[CH:16][C:15]=2[CH:22]=1. The catalyst class is: 272. (2) Reactant: C(O)C.[N:4]1[C:12]([C:13](=[O:15])[CH3:14])=[C:11]2[C:7]([N:8]=[CH:9][NH:10]2)=[N:6][CH:5]=1.[BH4-].[Na+].Cl. Product: [N:4]1[C:12]([CH:13]([OH:15])[CH3:14])=[C:11]2[C:7]([N:8]=[CH:9][NH:10]2)=[N:6][CH:5]=1. The catalyst class is: 6. (3) Reactant: [C:1]([CH2:5][C:6]([O:8][CH2:9][CH3:10])=[O:7])(=[O:4])[CH2:2][CH3:3].[H-].[Na+].Br[CH2:14][C:15]([C:17]1[CH:22]=[CH:21][CH:20]=[CH:19][CH:18]=1)=[O:16].[Cl-].[NH4+]. Product: [CH2:9]([O:8][C:6](=[O:7])[CH:5]([CH2:14][C:15](=[O:16])[C:17]1[CH:22]=[CH:21][CH:20]=[CH:19][CH:18]=1)[C:1](=[O:4])[CH2:2][CH3:3])[CH3:10]. The catalyst class is: 1. (4) Reactant: O.NN.[CH2:4]([O:6][C:7]([C:9]1[CH:18]([C:19]2[CH:24]=[CH:23][CH:22]=[CH:21][C:20]=2[Cl:25])[C:17]2[C:16](=[O:26])[CH2:15][C:14]([CH3:28])([CH3:27])[CH2:13][C:12]=2[NH:11][C:10]=1[CH2:29][O:30][CH2:31][CH2:32][N:33]1C(=O)C2C(=CC=CC=2)C1=O)=[O:8])[CH3:5]. Product: [CH2:4]([O:6][C:7]([C:9]1[CH:18]([C:19]2[CH:24]=[CH:23][CH:22]=[CH:21][C:20]=2[Cl:25])[C:17]2[C:16](=[O:26])[CH2:15][C:14]([CH3:27])([CH3:28])[CH2:13][C:12]=2[NH:11][C:10]=1[CH2:29][O:30][CH2:31][CH2:32][NH2:33])=[O:8])[CH3:5]. The catalyst class is: 8. (5) Reactant: [F:1][C:2]([F:14])([F:13])[C:3]([NH:5][C@H:6]1[CH2:11][CH2:10][C@H:9]([OH:12])[CH2:8][CH2:7]1)=[O:4].[H-].[Na+].I[CH3:18].O. Product: [F:1][C:2]([F:13])([F:14])[C:3]([N:5]([CH:6]1[CH2:7][CH2:8][CH:9]([OH:12])[CH2:10][CH2:11]1)[CH3:18])=[O:4]. The catalyst class is: 44. (6) Reactant: [NH2:1][C:2]1[CH:7]=[CH:6][C:5]([O:8][CH3:9])=[CH:4][C:3]=1[SH:10].[CH3:11][O:12][C:13]1[CH:21]=[C:20]([N+:22]([O-:24])=[O:23])[CH:19]=[CH:18][C:14]=1[C:15](O)=O. Product: [CH3:11][O:12][C:13]1[CH:21]=[C:20]([N+:22]([O-:24])=[O:23])[CH:19]=[CH:18][C:14]=1[C:15]1[S:10][C:3]2[CH:4]=[C:5]([O:8][CH3:9])[CH:6]=[CH:7][C:2]=2[N:1]=1. The catalyst class is: 61.